The task is: Predict the product of the given reaction.. This data is from Forward reaction prediction with 1.9M reactions from USPTO patents (1976-2016). (1) Given the reactants Br[C:2]1[N:7]2[N:8]=[C:9]([NH2:11])[N:10]=[C:6]2[CH:5]=[CH:4][CH:3]=1.[NH:12]1[CH:16]=[CH:15][CH:14]=[N:13]1.[OH-].[K+], predict the reaction product. The product is: [N:12]1([C:2]2[N:7]3[N:8]=[C:9]([NH2:11])[N:10]=[C:6]3[CH:5]=[CH:4][CH:3]=2)[CH:16]=[CH:15][CH:14]=[N:13]1. (2) Given the reactants Br[C:2]1[CH:3]=[CH:4][C:5]2[O:10][CH2:9][CH2:8][N:7]([C:11]3[S:12][C:13]4[CH2:14]C(C)(C)N[C:17](=O)[C:18]=4[N:19]=3)[C:6]=2[CH:23]=1.C(=O)([O-])[O-].[Na+].[Na+].[CH3:30][O:31][C:32]1[C:37](B(O)O)=[CH:36][CH:35]=[C:34]([CH3:41])[N:33]=1.[OH2:42], predict the reaction product. The product is: [CH3:5][C:6]1([CH3:23])[NH:7][C:14](=[O:42])[C:13]2[S:12][C:11]([N:7]3[C:6]4[CH:23]=[C:2]([C:37]5[C:32]([O:31][CH3:30])=[N:33][C:34]([CH3:41])=[CH:35][CH:36]=5)[CH:3]=[CH:4][C:5]=4[O:10][CH2:9][CH2:8]3)=[N:19][C:18]=2[CH2:17]1. (3) Given the reactants [Br-].[C:2]([O:6][C:7](=[O:34])[CH2:8][CH2:9][CH2:10][CH2:11][CH2:12][CH2:13][CH2:14][P+](C1C=CC=CC=1)(C1C=CC=CC=1)C1C=CC=CC=1)([CH3:5])([CH3:4])[CH3:3].C[Si](C)(C)N[Si](C)(C)C.[K].[C:45]([O:49][C:50]([N:52]([C:61]([O:63][C:64]([CH3:67])([CH3:66])[CH3:65])=[O:62])[C@@H:53]([CH2:58][CH:59]=O)[C:54]([O:56][CH3:57])=[O:55])=[O:51])([CH3:48])([CH3:47])[CH3:46], predict the reaction product. The product is: [C:45]([O:49][C:50]([N:52]([C:61]([O:63][C:64]([CH3:65])([CH3:67])[CH3:66])=[O:62])[C@@H:53]([CH2:58]/[CH:59]=[CH:14]/[CH2:13][CH2:12][CH2:11][CH2:10][CH2:9][CH2:8][C:7]([O:6][C:2]([CH3:3])([CH3:4])[CH3:5])=[O:34])[C:54]([O:56][CH3:57])=[O:55])=[O:51])([CH3:48])([CH3:46])[CH3:47]. (4) Given the reactants [Br:1][C:2]1[N:3]([CH2:17][C:18]2[CH:23]=[CH:22][C:21]([OH:24])=[CH:20][CH:19]=2)[C:4]2[C:9]([N:10]=1)=[C:8]([NH2:11])[N:7]=[C:6]([O:12][CH2:13][CH2:14][CH2:15][CH3:16])[N:5]=2.C(=O)([O-])[O-].[K+].[K+].Br[CH2:32][C:33]([O:35][CH2:36][CH3:37])=[O:34], predict the reaction product. The product is: [Br:1][C:2]1[N:3]([CH2:17][C:18]2[CH:19]=[CH:20][C:21]([O:24][CH2:32][C:33]([O:35][CH2:36][CH3:37])=[O:34])=[CH:22][CH:23]=2)[C:4]2[C:9]([N:10]=1)=[C:8]([NH2:11])[N:7]=[C:6]([O:12][CH2:13][CH2:14][CH2:15][CH3:16])[N:5]=2. (5) Given the reactants [CH2:1]1[C:5]2([CH2:10][CH2:9][NH:8][CH2:7][CH2:6]2)[CH2:4][CH2:3][CH2:2]1.C(N(CC)CC)C.[C:18](OC([O-])=O)([O:20][C:21]([CH3:24])([CH3:23])[CH3:22])=[O:19], predict the reaction product. The product is: [CH2:4]1[C:5]2([CH2:10][CH2:9][N:8]([C:18]([O:20][C:21]([CH3:24])([CH3:23])[CH3:22])=[O:19])[CH2:7][CH2:6]2)[CH2:1][CH2:2][CH2:3]1. (6) The product is: [CH2:95]([O:42][C:40]([C@@H:39]1[C@@H:36]2[C@H:37]1[CH2:38][C:32]1[CH:31]=[C:30]([O:29][CH2:28][C:3]3[CH:4]=[C:5]([C:12]4[CH:13]=[CH:14][C:15]([N:49]5[CH2:50][C:46]6[C:47](=[N:43][N:44]([CH2:51][C:52]([OH:54])([CH3:55])[CH3:53])[CH:45]=6)[CH2:48]5)=[CH:16][C:17]=4[F:59])[C:6]([C:8]([F:9])([F:11])[F:10])=[CH:7][C:2]=3[F:1])[N:35]=[CH:34][C:33]=12)=[O:41])[CH3:90]. Given the reactants [F:1][C:2]1[CH:7]=[C:6]([C:8]([F:11])([F:10])[F:9])[C:5]([C:12]2[CH:17]=[CH:16][C:15](C3CCN(S(C)(=O)=O)CC3)=[CH:14][CH:13]=2)=[CH:4][C:3]=1[CH2:28][O:29][C:30]1[N:35]=[CH:34][C:33]2[C@@H:36]3[C@@H:39]([C:40]([OH:42])=[O:41])[C@@H:37]3[CH2:38][C:32]=2[CH:31]=1.[N:43]1[N:44]([CH2:51][C:52]([CH3:55])([OH:54])[CH3:53])[CH:45]=[C:46]2[CH2:50][NH:49][CH2:48][C:47]=12.C(O)(C(F)(F)[F:59])=O.CC(OC1C=CC=C(OC(C)C)C=1C1C(P([CH:90]2[CH2:95]CCCC2)C2CCCCC2)=CC=CC=1)C.C(=O)([O-])[O-].[Cs+].[Cs+], predict the reaction product. (7) Given the reactants [F:1][C:2]1[CH:3]=[CH:4][C:5]2[N:10]([C:11]3[CH:16]=[CH:15][CH:14]=[CH:13][C:12]=3[F:17])[S:9](=[O:19])(=[O:18])[NH:8][CH2:7][C:6]=2[CH:20]=1.[Br:21][CH2:22][CH2:23][CH2:24]O, predict the reaction product. The product is: [Br:21][CH2:22][CH2:23][CH2:24][N:8]1[CH2:7][C:6]2[CH:20]=[C:2]([F:1])[CH:3]=[CH:4][C:5]=2[N:10]([C:11]2[CH:16]=[CH:15][CH:14]=[CH:13][C:12]=2[F:17])[S:9]1(=[O:19])=[O:18].